From a dataset of Catalyst prediction with 721,799 reactions and 888 catalyst types from USPTO. Predict which catalyst facilitates the given reaction. (1) Reactant: Br[C:2]1[CH:3]=[CH:4][CH:5]=[C:6]2[C:11]=1[N:10]=[C:9]([C:12]1[CH:17]=[CH:16][CH:15]=[CH:14][CH:13]=1)[CH:8]=[CH:7]2.C([Sn](CCCC)(CCCC)[C:23]([O:25][CH2:26][CH3:27])=[CH2:24])CCC. Product: [CH2:26]([O:25][C:23]([C:2]1[CH:3]=[CH:4][CH:5]=[C:6]2[C:11]=1[N:10]=[C:9]([C:12]1[CH:17]=[CH:16][CH:15]=[CH:14][CH:13]=1)[CH:8]=[CH:7]2)=[CH2:24])[CH3:27]. The catalyst class is: 747. (2) Reactant: [CH3:1][C:2]1[C:6]([C:7]([OH:9])=O)=[C:5]([CH3:10])[O:4][N:3]=1.Cl.[CH3:12][NH:13][O:14][CH3:15].CN(C(ON1N=NC2C=CC=NC1=2)=[N+](C)C)C.F[P-](F)(F)(F)(F)F.CCN(C(C)C)C(C)C. Product: [CH3:15][O:14][N:13]([CH3:12])[C:7]([C:6]1[C:2]([CH3:1])=[N:3][O:4][C:5]=1[CH3:10])=[O:9]. The catalyst class is: 34. (3) The catalyst class is: 22. Product: [Cl:4][C:5]1[CH:10]=[CH:9][C:8]([C:11]2[C:14]([NH2:15])=[N:2][NH:3][C:12]=2[NH2:13])=[CH:7][C:6]=1[CH3:16]. Reactant: O.[NH2:2][NH2:3].[Cl:4][C:5]1[CH:10]=[CH:9][C:8]([CH:11]([C:14]#[N:15])[C:12]#[N:13])=[CH:7][C:6]=1[CH3:16]. (4) Reactant: [F:1][C:2]([F:20])([F:19])[C:3]1[CH:4]=[C:5]([C:9]2[CH:18]=[N:17][C:12]3[O:13][CH2:14][CH2:15][NH:16][C:11]=3[CH:10]=2)[CH:6]=[CH:7][CH:8]=1.[Br:21][C:22]1[CH:23]=[C:24]([CH:28]=[C:29]([Br:33])[C:30]=1[O:31][CH3:32])[C:25](Cl)=[O:26].C(N(CC)CC)C. Product: [Br:21][C:22]1[CH:23]=[C:24]([C:25]([N:16]2[CH2:15][CH2:14][O:13][C:12]3[N:17]=[CH:18][C:9]([C:5]4[CH:6]=[CH:7][CH:8]=[C:3]([C:2]([F:19])([F:1])[F:20])[CH:4]=4)=[CH:10][C:11]2=3)=[O:26])[CH:28]=[C:29]([Br:33])[C:30]=1[O:31][CH3:32]. The catalyst class is: 4. (5) Reactant: [CH:1]([O:4][C:5]1[CH:14]=[CH:13][C:12]2[NH:11][CH:10]=[CH:9][C:8](=[O:15])[C:7]=2[C:6]=1C(OC)=O)([CH3:3])[CH3:2].C1[CH2:24][O:23]CC1.[OH2:25].[OH-].[Li+]. Product: [CH:1]([O:4][C:5]1[CH:6]=[C:7]2[C:12](=[CH:13][C:14]=1[C:24]([OH:23])=[O:25])[NH:11][CH:10]=[CH:9][C:8]2=[O:15])([CH3:2])[CH3:3]. The catalyst class is: 6.